This data is from CYP2C9 inhibition data for predicting drug metabolism from PubChem BioAssay. The task is: Regression/Classification. Given a drug SMILES string, predict its absorption, distribution, metabolism, or excretion properties. Task type varies by dataset: regression for continuous measurements (e.g., permeability, clearance, half-life) or binary classification for categorical outcomes (e.g., BBB penetration, CYP inhibition). Dataset: cyp2c9_veith. (1) The result is 1 (inhibitor). The drug is O=S(=O)(c1ccccc1)N1CCC2(CCCN(c3ccncc3)C2)CC1. (2) The drug is Cc1ccc(NC(=O)CSc2nnc(-c3ccncc3)o2)cc1. The result is 1 (inhibitor). (3) The molecule is Nc1ncnc2c1nc(Br)n2[C@H]1O[C@H]2COP(=O)([O-])O[C@H]2[C@@H]1O. The result is 0 (non-inhibitor). (4) The drug is CC(C)[C@@H]1[C@H]2CC[C@H](C2)[C@H]1N. The result is 0 (non-inhibitor).